This data is from Reaction yield outcomes from USPTO patents with 853,638 reactions. The task is: Predict the reaction yield, written as a fraction of the theoretical maximum amount of product (1.0 means a 100% yield; for example, 0.34 means a 34% yield). (1) The reactants are C(N(C(C)C)CC)(C)C.[NH2:10][CH:11]1[CH2:16][CH2:15][N:14]([S:17]([C:20]2[CH:25]=[CH:24][C:23]([NH:26][C:27](=[O:36])[CH2:28][CH2:29][C:30]3[CH:35]=[CH:34][CH:33]=[CH:32][CH:31]=3)=[C:22]([Cl:37])[CH:21]=2)(=[O:19])=[O:18])[CH2:13][CH2:12]1.[C:38](Cl)(=[O:41])[CH:39]=[CH2:40]. The catalyst is C1COCC1.C(Cl)Cl. The product is [Cl:37][C:22]1[CH:21]=[C:20]([S:17]([N:14]2[CH2:13][CH2:12][CH:11]([NH:10][C:38](=[O:41])[CH:39]=[CH2:40])[CH2:16][CH2:15]2)(=[O:18])=[O:19])[CH:25]=[CH:24][C:23]=1[NH:26][C:27](=[O:36])[CH2:28][CH2:29][C:30]1[CH:31]=[CH:32][CH:33]=[CH:34][CH:35]=1. The yield is 0.0400. (2) The reactants are [Cl:1][C:2]1[CH:3]=[N:4][CH:5]=[C:6]([CH:19]=1)[C:7]([NH:9][C:10]1[N:18]=[CH:17][CH:16]=[CH:15][C:11]=1[C:12]([OH:14])=[O:13])=O. The catalyst is C(OC(=O)C)(=O)C. The product is [Cl:1][C:2]1[CH:19]=[C:6]([C:7]2[O:13][C:12](=[O:14])[C:11]3[CH:15]=[CH:16][CH:17]=[N:18][C:10]=3[N:9]=2)[CH:5]=[N:4][CH:3]=1. The yield is 0.980. (3) The catalyst is CC(C)=O. The product is [CH:5]([C:7]1[CH:14]=[CH:13][C:10]([CH2:11][S:1][C:2]#[N:3])=[CH:9][CH:8]=1)=[CH2:6]. The reactants are [S-:1][C:2]#[N:3].[NH4+].[CH:5]([C:7]1[CH:14]=[CH:13][C:10]([CH2:11]Cl)=[CH:9][CH:8]=1)=[CH2:6]. The yield is 0.520. (4) The reactants are C[O:2][C:3](=[O:39])[C:4]1[CH:9]=[CH:8][C:7]([NH:10][CH2:11][CH2:12][C:13]2[C:21]3[C:16](=[CH:17][CH:18]=[C:19]([Cl:22])[CH:20]=3)[N:15]([CH:23]([C:30]3[CH:35]=[CH:34][CH:33]=[CH:32][CH:31]=3)[C:24]3[CH:29]=[CH:28][CH:27]=[CH:26][CH:25]=3)[C:14]=2[CH2:36][CH2:37][NH2:38])=[CH:6][CH:5]=1.[Cl:40][C:41]1[CH:46]=[CH:45][CH:44]=[CH:43][C:42]=1[S:47](Cl)(=[O:49])=[O:48]. No catalyst specified. The product is [CH:23]([N:15]1[C:16]2[C:21](=[CH:20][C:19]([Cl:22])=[CH:18][CH:17]=2)[C:13]([CH2:12][CH2:11][NH:10][C:7]2[CH:8]=[CH:9][C:4]([C:3]([OH:39])=[O:2])=[CH:5][CH:6]=2)=[C:14]1[CH2:36][CH2:37][NH:38][S:47]([C:42]1[CH:43]=[CH:44][CH:45]=[CH:46][C:41]=1[Cl:40])(=[O:49])=[O:48])([C:24]1[CH:25]=[CH:26][CH:27]=[CH:28][CH:29]=1)[C:30]1[CH:31]=[CH:32][CH:33]=[CH:34][CH:35]=1. The yield is 0.210. (5) The catalyst is C(#N)C. The reactants are [CH:1]1([C:4]([C@H:6]2[C@H:11]([CH3:12])[CH2:10][C@H:9]3[C@H:13]4[C:22]([C@@H:23]([C:25]5[CH:30]=[CH:29][C:28]([C:31]6[CH:32]=[N:33][CH:34]=[CH:35][CH:36]=6)=[CH:27][CH:26]=5)[CH2:24][C@:7]23[CH3:8])=[C:21]2[C:16](=[CH:17][C:18](=[O:37])[CH2:19][CH2:20]2)[CH2:15][CH2:14]4)=[O:5])[CH2:3][CH2:2]1.[ClH:38].O. The product is [ClH:38].[CH:1]1([C:4]([CH:6]2[CH:11]([CH3:12])[CH2:10][C@H:9]3[C@H:13]4[C:22]([CH:23]([C:25]5[CH:26]=[CH:27][C:28]([C:31]6[CH:32]=[N:33][CH:34]=[CH:35][CH:36]=6)=[CH:29][CH:30]=5)[CH2:24][C@:7]23[CH3:8])=[C:21]2[C:16](=[CH:17][C:18](=[O:37])[CH2:19][CH2:20]2)[CH2:15][CH2:14]4)=[O:5])[CH2:3][CH2:2]1. The yield is 1.00.